This data is from Catalyst prediction with 721,799 reactions and 888 catalyst types from USPTO. The task is: Predict which catalyst facilitates the given reaction. (1) Reactant: [NH2:1][C@H:2]([C:5]([OH:7])=[O:6])[CH2:3][OH:4].FC(F)(F)C(O)=O.[C:15](Cl)(=[O:18])[CH2:16][CH3:17]. Product: [C:15]([O:4][CH2:3][C@@H:2]([C:5]([OH:7])=[O:6])[NH2:1])(=[O:18])[CH2:16][CH3:17]. The catalyst class is: 27. (2) Reactant: [Cl:1][C:2]1[C:3]([CH2:8][CH2:9][CH3:10])=[N:4][CH:5]=[CH:6][N:7]=1.C1C=C(Cl)C=C(C(OO)=[O:19])C=1.N. Product: [Cl:1][C:2]1[CH:3]([CH2:8][CH2:9][CH3:10])[N:4]([OH:19])[CH:5]=[CH:6][N:7]=1. The catalyst class is: 26. (3) Reactant: [CH3:1][C:2]([CH3:22])([CH2:6][CH2:7][C:8]1[S:9][C:10]([C:13]2[CH:18]=[CH:17][C:16]([N+:19]([O-:21])=[O:20])=[CH:15][CH:14]=2)=[CH:11][N:12]=1)[C:3](O)=[O:4].CN1CCOCC1.ClC(OCC(C)C)=O.[F:38][C:39]([F:45])([F:44])[S:40]([NH2:43])(=[O:42])=[O:41].N1CCCN2CCCCCC=12. Product: [CH3:1][C:2]([CH3:22])([CH2:6][CH2:7][C:8]1[S:9][C:10]([C:13]2[CH:18]=[CH:17][C:16]([N+:19]([O-:21])=[O:20])=[CH:15][CH:14]=2)=[CH:11][N:12]=1)[C:3]([NH:43][S:40]([C:39]([F:45])([F:44])[F:38])(=[O:42])=[O:41])=[O:4]. The catalyst class is: 1. (4) Reactant: [CH:1]1[C:7]([NH2:8])=[N:6][C:4](=[O:5])[N:3]([C@@H:9]2[O:13][C@H:12]([CH2:14][OH:15])[C@@H:11]([OH:16])[C:10]2([F:18])[F:17])[CH:2]=1.[ClH:19]. Product: [CH:1]1[C:7]([NH2:8])=[N:6][C:4](=[O:5])[N:3]([C@@H:9]2[O:13][C@H:12]([CH2:14][OH:15])[C@@H:11]([OH:16])[C:10]2([F:17])[F:18])[CH:2]=1.[ClH:19]. The catalyst class is: 216. (5) Reactant: [CH:1]1([C:4]2[CH:5]=[C:6](B3OC(C)(C)C(C)(C)O3)[CH:7]=[C:8]([C:10]([F:13])([F:12])[F:11])[CH:9]=2)[CH2:3][CH2:2]1.[F:23][C:24]1[CH:25]=[C:26]([CH:36]([NH:38][C:39]([C:41]2[O:42][C:43](Br)=[CH:44][CH:45]=2)=[O:40])[CH3:37])[CH:27]=[C:28]([F:35])[C:29]=1[NH:30][S:31]([CH3:34])(=[O:33])=[O:32].C([O-])([O-])=O.[Cs+].[Cs+]. Product: [F:23][C:24]1[CH:25]=[C:26]([CH:36]([NH:38][C:39]([C:41]2[O:42][C:43]([C:6]3[CH:7]=[C:8]([C:10]([F:11])([F:12])[F:13])[CH:9]=[C:4]([CH:1]4[CH2:2][CH2:3]4)[CH:5]=3)=[CH:44][CH:45]=2)=[O:40])[CH3:37])[CH:27]=[C:28]([F:35])[C:29]=1[NH:30][S:31]([CH3:34])(=[O:33])=[O:32]. The catalyst class is: 235. (6) Reactant: [C:1]([C:3]1[CH:4]=[CH:5][C:6]([CH2:22][CH2:23][CH2:24][C:25]([O:27][CH2:28][CH3:29])=[O:26])=[C:7]2[C:11]=1[N:10]([S:12]([C:15]1[CH:20]=[CH:19][C:18]([CH3:21])=[CH:17][CH:16]=1)(=[O:14])=[O:13])[CH:9]=[CH:8]2)#[N:2].Cl.[NH2:31][OH:32].C(=O)([O-])[O-].[Na+].[Na+]. Product: [OH:32][NH:31][C:1](=[NH:2])[C:3]1[CH:4]=[CH:5][C:6]([CH2:22][CH2:23][CH2:24][C:25]([O:27][CH2:28][CH3:29])=[O:26])=[C:7]2[C:11]=1[N:10]([S:12]([C:15]1[CH:20]=[CH:19][C:18]([CH3:21])=[CH:17][CH:16]=1)(=[O:13])=[O:14])[CH:9]=[CH:8]2. The catalyst class is: 8. (7) The catalyst class is: 1. Product: [S:1]1[CH:5]=[CH:4][CH:3]=[C:2]1[CH2:6][CH2:7][CH2:8][OH:9]. Reactant: [S:1]1[CH:5]=[CH:4][CH:3]=[C:2]1[CH2:6][CH2:7][C:8](O)=[O:9]. (8) Reactant: CC1(C)C(C)(C)OB([C:9]2[CH:10]=[N:11][NH:12][CH:13]=2)O1.C(=O)([O-])[O-].[Cs+].[Cs+].[NH2:21][CH2:22][C:23]1[CH:24]=[C:25]([C:29]2[CH:34]=[C:33]([C:35]([NH:37][CH2:38][C@H:39]3[CH2:44][CH2:43][C@H:42]([CH2:45][NH:46][C:47](=[O:53])[O:48][C:49]([CH3:52])([CH3:51])[CH3:50])[CH2:41][CH2:40]3)=[O:36])[CH:32]=[C:31](Cl)[N:30]=2)[CH:26]=[CH:27][CH:28]=1. Product: [NH2:21][CH2:22][C:23]1[CH:24]=[C:25]([C:29]2[CH:34]=[C:33]([C:35]([NH:37][CH2:38][C@H:39]3[CH2:44][CH2:43][C@H:42]([CH2:45][NH:46][C:47](=[O:53])[O:48][C:49]([CH3:51])([CH3:50])[CH3:52])[CH2:41][CH2:40]3)=[O:36])[CH:32]=[C:31]([C:9]3[CH:13]=[N:12][NH:11][CH:10]=3)[N:30]=2)[CH:26]=[CH:27][CH:28]=1. The catalyst class is: 127.